This data is from Full USPTO retrosynthesis dataset with 1.9M reactions from patents (1976-2016). The task is: Predict the reactants needed to synthesize the given product. (1) Given the product [C:23]1([CH2:22][O:21][C:20](=[O:29])[NH:19][S:16]([NH:1][C:2]2[CH:3]=[CH:4][C:5]([S:10]([CH2:13][CH3:14])(=[O:12])=[O:11])=[C:6]([C:7]#[N:8])[CH:9]=2)(=[O:18])=[O:17])[CH:24]=[CH:25][CH:26]=[CH:27][CH:28]=1, predict the reactants needed to synthesize it. The reactants are: [NH2:1][C:2]1[CH:3]=[CH:4][C:5]([S:10]([CH2:13][CH3:14])(=[O:12])=[O:11])=[C:6]([CH:9]=1)[C:7]#[N:8].Cl[S:16]([NH:19][C:20](=[O:29])[O:21][CH2:22][C:23]1[CH:28]=[CH:27][CH:26]=[CH:25][CH:24]=1)(=[O:18])=[O:17]. (2) Given the product [NH2:16][C:10]1[O:11][CH2:12][C:13]([F:14])([F:15])[C@:8]([C:6]2[CH:7]=[C:2]([NH:1][C:25]([C:21]3[C:20]([CH3:19])=[CH:24][O:23][N:22]=3)=[O:26])[CH:3]=[CH:4][C:5]=2[F:18])([CH3:17])[N:9]=1, predict the reactants needed to synthesize it. The reactants are: [NH2:1][C:2]1[CH:3]=[CH:4][C:5]([F:18])=[C:6]([C@:8]2([CH3:17])[C:13]([F:15])([F:14])[CH2:12][O:11][C:10]([NH2:16])=[N:9]2)[CH:7]=1.[CH3:19][C:20]1[C:21]([C:25](O)=[O:26])=[N:22][O:23][CH:24]=1. (3) Given the product [Cl:20][C:21]1[CH:27]=[CH:26][C:25]([O:28][CH3:29])=[CH:24][C:22]=1[NH:23][C:2]1[CH:7]=[C:6]([C:8]2[CH:13]=[CH:12][CH:11]=[CH:10][N:9]=2)[N:5]=[C:4]([C:14]2[CH:19]=[CH:18][CH:17]=[CH:16][N:15]=2)[N:3]=1, predict the reactants needed to synthesize it. The reactants are: Cl[C:2]1[CH:7]=[C:6]([C:8]2[CH:13]=[CH:12][CH:11]=[CH:10][N:9]=2)[N:5]=[C:4]([C:14]2[CH:19]=[CH:18][CH:17]=[CH:16][N:15]=2)[N:3]=1.[Cl:20][C:21]1[CH:27]=[CH:26][C:25]([O:28][CH3:29])=[CH:24][C:22]=1[NH2:23]. (4) Given the product [Cl:1][C:2]1[CH:7]=[CH:6][C:5]([CH:8]=[O:9])=[CH:4][C:3]=1[S:10]([N:13]=[CH:16][N:17]([CH3:19])[CH3:18])(=[O:12])=[O:11], predict the reactants needed to synthesize it. The reactants are: [Cl:1][C:2]1[CH:7]=[CH:6][C:5]([CH:8]=[O:9])=[CH:4][C:3]=1[S:10]([NH2:13])(=[O:12])=[O:11].CO[CH:16](OC)[N:17]([CH3:19])[CH3:18]. (5) The reactants are: C[O:2][C:3](=[O:29])[C:4]1[C:9]([NH:10][C:11]2[N:16]=[C:15]([C:17]3[CH:22]=[C:21]([Cl:23])[CH:20]=[CH:19][C:18]=3[F:24])[N:14]=[C:13]3[O:25][N:26]=[C:27]([CH3:28])[C:12]=23)=[CH:8][CH:7]=[N:6][CH:5]=1.[OH-].[Na+]. Given the product [Cl:23][C:21]1[CH:20]=[CH:19][C:18]([F:24])=[C:17]([C:15]2[N:14]=[C:13]3[O:25][N:26]=[C:27]([CH3:28])[C:12]3=[C:11]([NH:10][C:9]3[C:4]([C:3]([OH:29])=[O:2])=[CH:5][N:6]=[CH:7][CH:8]=3)[N:16]=2)[CH:22]=1, predict the reactants needed to synthesize it. (6) Given the product [O:1]1[CH:5]=[CH:4][C:3]([C:6](=[O:8])[CH2:23][C:22]([O:28][CH2:29][CH3:30])=[O:27])=[CH:2]1, predict the reactants needed to synthesize it. The reactants are: [O:1]1[CH:5]=[CH:4][C:3]([C:6]([OH:8])=O)=[CH:2]1.C(N1C=CN=C1)(N1C=CN=C1)=O.[Mg+].[C:22]([O:28][CH2:29][CH3:30])(=[O:27])[CH2:23]C([O-])=O.Cl.